Dataset: Reaction yield outcomes from USPTO patents with 853,638 reactions. Task: Predict the reaction yield, written as a fraction of the theoretical maximum amount of product (1.0 means a 100% yield; for example, 0.34 means a 34% yield). (1) The reactants are [NH2:1][C@H:2]([C:6]([OH:8])=[O:7])[CH:3]([CH3:5])[CH3:4].[OH-].[Na+].[C:11]1([CH2:17][C:18](Cl)=[O:19])[CH:16]=[CH:15][CH:14]=[CH:13][CH:12]=1. No catalyst specified. The product is [CH3:4][CH:3]([CH2:2][CH3:6])[CH2:5][O:7][C:6](=[O:8])[C@H:2]([CH:3]([CH3:5])[CH3:4])[NH:1][C:18](=[O:19])[CH2:17][C:11]1[CH:16]=[CH:15][CH:14]=[CH:13][CH:12]=1. The yield is 0.690. (2) The reactants are Br[C:2]1[C:3]([N:25]2[CH2:30][CH2:29][CH2:28][C@@H:27]([NH:31][C:32]([O:34][C:35]([CH3:38])([CH3:37])[CH3:36])=[O:33])[CH2:26]2)=[C:4]2[C:10]([NH:11][C:12](=[O:17])[CH2:13][CH2:14][O:15][CH3:16])=[CH:9][N:8]([C:18]([O:20][C:21]([CH3:24])([CH3:23])[CH3:22])=[O:19])[C:5]2=[N:6][CH:7]=1.[CH:39]1(B(O)O)[CH2:41][CH2:40]1.C1(P(C2CCCCC2)C2CCCCC2)CCCCC1.[O-]P([O-])([O-])=O.[K+].[K+].[K+]. The catalyst is C1(C)C=CC=CC=1.O.CCOC(C)=O.O.C(O[Pd]OC(=O)C)(=O)C.CC#N.O. The product is [C:35]([O:34][C:32]([NH:31][C@@H:27]1[CH2:28][CH2:29][CH2:30][N:25]([C:3]2[C:2]([CH:39]3[CH2:41][CH2:40]3)=[CH:7][N:6]=[C:5]3[N:8]([C:18]([O:20][C:21]([CH3:24])([CH3:22])[CH3:23])=[O:19])[CH:9]=[C:10]([NH:11][C:12](=[O:17])[CH2:13][CH2:14][O:15][CH3:16])[C:4]=23)[CH2:26]1)=[O:33])([CH3:38])([CH3:36])[CH3:37]. The yield is 0.220. (3) The reactants are C(N(CC)CC)C.[C:8]([O:11][CH2:12][CH2:13][CH2:14][C:15]1[CH:16]=[C:17]2[C:21](=[CH:22][CH:23]=1)[N:20](C(OC(C)(C)C)=O)[CH:19]=[C:18]2[CH:31]=[O:32])(=[O:10])[CH3:9].[CH:33](=[N:40][C:41]1[CH:42]=[N:43][CH:44]=[C:45]([O:47][CH3:48])[CH:46]=1)[C:34]1[CH:39]=[CH:38][CH:37]=[CH:36][CH:35]=1. The catalyst is [Cl-].C([N+]1C(C)=C(CCO)SC=1)C1C=CC=CC=1.C(O)C. The product is [C:8]([O:11][CH2:12][CH2:13][CH2:14][C:15]1[CH:16]=[C:17]2[C:21](=[CH:22][CH:23]=1)[NH:20][CH:19]=[C:18]2[C:31](=[O:32])[CH:33]([NH:40][C:41]1[CH:42]=[N:43][CH:44]=[C:45]([O:47][CH3:48])[CH:46]=1)[C:34]1[CH:35]=[CH:36][CH:37]=[CH:38][CH:39]=1)(=[O:10])[CH3:9]. The yield is 0.500. (4) The reactants are [NH2:1][C:2]1[C:7]([C:8]#[N:9])=[C:6]([C:10]2[CH:15]=[CH:14][CH:13]=[CH:12][N:11]=2)[C:5]([O:16][CH3:17])=[C:4]([O:18][CH3:19])[CH:3]=1.[C:20]([N:22]1[CH2:31][CH2:30][C:29]2[C:24](=[CH:25][CH:26]=[CH:27][C:28]=2[NH:32][S:33]([CH3:36])(=[O:35])=[O:34])[CH2:23]1)#[N:21].O.Cl. The catalyst is CS(C)=O.C(OCC)(=O)C. The product is [NH2:9][C:8]1[C:7]2[C:2](=[CH:3][C:4]([O:18][CH3:19])=[C:5]([O:16][CH3:17])[C:6]=2[C:10]2[CH:15]=[CH:14][CH:13]=[CH:12][N:11]=2)[N:1]=[C:20]([N:22]2[CH2:31][CH2:30][C:29]3[C:24](=[CH:25][CH:26]=[CH:27][C:28]=3[NH:32][S:33]([CH3:36])(=[O:35])=[O:34])[CH2:23]2)[N:21]=1. The yield is 0.740.